Predict the product of the given reaction. From a dataset of Forward reaction prediction with 1.9M reactions from USPTO patents (1976-2016). (1) Given the reactants [NH2:1][C:2]1[CH:7]=[C:6]([S:8]([CH2:11][CH3:12])(=[O:10])=[O:9])[CH:5]=[CH:4][C:3]=1[OH:13].[N+:14]([C:17]1[CH:18]=[C:19]([CH:23]=[CH:24][CH:25]=1)[C:20](Cl)=O)([O-:16])=[O:15], predict the reaction product. The product is: [CH2:11]([S:8]([C:6]1[CH:5]=[CH:4][C:3]2[O:13][C:20]([C:19]3[CH:23]=[CH:24][CH:25]=[C:17]([N+:14]([O-:16])=[O:15])[CH:18]=3)=[N:1][C:2]=2[CH:7]=1)(=[O:10])=[O:9])[CH3:12]. (2) Given the reactants [CH3:1][C:2]1[C:6]([CH3:7])=[C:5]([NH:8][C:9](=[O:16])OCC(Cl)(Cl)Cl)[O:4][N:3]=1.[F:17][C:18]1[CH:23]=[C:22]([F:24])[CH:21]=[CH:20][C:19]=1[C:25]1[CH:30]=[CH:29][N:28]=[C:27]([N:31]2[CH2:36][CH2:35][NH:34][CH2:33][CH2:32]2)[N:26]=1, predict the reaction product. The product is: [F:17][C:18]1[CH:23]=[C:22]([F:24])[CH:21]=[CH:20][C:19]=1[C:25]1[CH:30]=[CH:29][N:28]=[C:27]([N:31]2[CH2:32][CH2:33][N:34]([C:9]([NH:8][C:5]3[O:4][N:3]=[C:2]([CH3:1])[C:6]=3[CH3:7])=[O:16])[CH2:35][CH2:36]2)[N:26]=1. (3) Given the reactants [CH2:1]([O:3][C:4](=[O:11])[CH2:5][C:6]([O:8][CH2:9][CH3:10])=[O:7])[CH3:2].[O-]CC.[Na+].Br[CH2:17][CH:18]=[CH2:19], predict the reaction product. The product is: [CH2:1]([O:3][C:4](=[O:11])[CH:5]([CH2:19][CH:18]=[CH2:17])[C:6]([O:8][CH2:9][CH3:10])=[O:7])[CH3:2]. (4) Given the reactants [F:1][C:2]1[CH:9]=[CH:8][C:5]([CH2:6][NH2:7])=[CH:4][CH:3]=1.CN(C(ON1N=NC2C=CC=NC1=2)=[N+](C)C)C.F[P-](F)(F)(F)(F)F.CCN(CC)CC.[CH3:41][C:42]1[C:51]2[C:46](=[CH:47][C:48]([C:52]([F:55])([F:54])[F:53])=[CH:49][CH:50]=2)[N:45]=[C:44]([CH2:56][CH2:57][CH3:58])[C:43]=1[C:59](O)=[O:60], predict the reaction product. The product is: [F:1][C:2]1[CH:9]=[CH:8][C:5]([CH2:6][NH:7][C:59]([C:43]2[C:44]([CH2:56][CH2:57][CH3:58])=[N:45][C:46]3[C:51]([C:42]=2[CH3:41])=[CH:50][CH:49]=[C:48]([C:52]([F:55])([F:54])[F:53])[CH:47]=3)=[O:60])=[CH:4][CH:3]=1. (5) Given the reactants [NH2:1][C:2]1[C:3]2[C:10]([C:11]3[CH:16]=[CH:15][C:14]([O:17][C:18]4[CH:23]=[CH:22][CH:21]=[CH:20][CH:19]=4)=[CH:13][CH:12]=3)=[CH:9][N:8]([CH:24]3[CH2:29][CH2:28][C:27](=O)[CH2:26][CH2:25]3)[C:4]=2[N:5]=[CH:6][N:7]=1.[NH2:31][C@@H:32]1[CH2:36][CH2:35][NH:34][CH2:33]1.C(O)(=O)C.C(O[BH-](OC(=O)C)OC(=O)C)(=O)C.[Na+].C(=O)(O)[O-].[Na+], predict the reaction product. The product is: [O:17]([C:14]1[CH:13]=[CH:12][C:11]([C:10]2[C:3]3[C:2]([NH2:1])=[N:7][CH:6]=[N:5][C:4]=3[N:8]([C@H:24]3[CH2:25][CH2:26][C@@H:27]([NH:31][C@@H:32]4[CH2:36][CH2:35][NH:34][CH2:33]4)[CH2:28][CH2:29]3)[CH:9]=2)=[CH:16][CH:15]=1)[C:18]1[CH:23]=[CH:22][CH:21]=[CH:20][CH:19]=1.